Dataset: NCI-60 drug combinations with 297,098 pairs across 59 cell lines. Task: Regression. Given two drug SMILES strings and cell line genomic features, predict the synergy score measuring deviation from expected non-interaction effect. (1) Drug 1: CC12CCC(CC1=CCC3C2CCC4(C3CC=C4C5=CN=CC=C5)C)O. Drug 2: CC1CCCC2(C(O2)CC(NC(=O)CC(C(C(=O)C(C1O)C)(C)C)O)C(=CC3=CSC(=N3)C)C)C. Cell line: CAKI-1. Synergy scores: CSS=38.8, Synergy_ZIP=5.42, Synergy_Bliss=8.45, Synergy_Loewe=10.5, Synergy_HSA=11.0. (2) Drug 1: CC1=C(C(CCC1)(C)C)C=CC(=CC=CC(=CC(=O)O)C)C. Drug 2: CC1CCC2CC(C(=CC=CC=CC(CC(C(=O)C(C(C(=CC(C(=O)CC(OC(=O)C3CCCCN3C(=O)C(=O)C1(O2)O)C(C)CC4CCC(C(C4)OC)O)C)C)O)OC)C)C)C)OC. Cell line: HOP-92. Synergy scores: CSS=4.75, Synergy_ZIP=-0.502, Synergy_Bliss=0.460, Synergy_Loewe=-7.87, Synergy_HSA=-2.09. (3) Drug 1: C1=CC(=C2C(=C1NCCNCCO)C(=O)C3=C(C=CC(=C3C2=O)O)O)NCCNCCO. Drug 2: CC1=C(C(CCC1)(C)C)C=CC(=CC=CC(=CC(=O)O)C)C. Cell line: MDA-MB-231. Synergy scores: CSS=24.4, Synergy_ZIP=1.21, Synergy_Bliss=1.21, Synergy_Loewe=-24.0, Synergy_HSA=-2.38. (4) Drug 1: CC1=CC=C(C=C1)C2=CC(=NN2C3=CC=C(C=C3)S(=O)(=O)N)C(F)(F)F. Drug 2: CC1CCC2CC(C(=CC=CC=CC(CC(C(=O)C(C(C(=CC(C(=O)CC(OC(=O)C3CCCCN3C(=O)C(=O)C1(O2)O)C(C)CC4CCC(C(C4)OC)OCCO)C)C)O)OC)C)C)C)OC. Cell line: SW-620. Synergy scores: CSS=2.99, Synergy_ZIP=0.211, Synergy_Bliss=0.191, Synergy_Loewe=-5.56, Synergy_HSA=-1.76. (5) Drug 1: CC12CCC(CC1=CCC3C2CCC4(C3CC=C4C5=CN=CC=C5)C)O. Drug 2: C1CCN(CC1)CCOC2=CC=C(C=C2)C(=O)C3=C(SC4=C3C=CC(=C4)O)C5=CC=C(C=C5)O. Cell line: RPMI-8226. Synergy scores: CSS=15.1, Synergy_ZIP=7.01, Synergy_Bliss=9.95, Synergy_Loewe=0.299, Synergy_HSA=3.26. (6) Drug 1: C1CCC(CC1)NC(=O)N(CCCl)N=O. Drug 2: C1C(C(OC1N2C=NC3=C2NC=NCC3O)CO)O. Cell line: MCF7. Synergy scores: CSS=6.03, Synergy_ZIP=-3.07, Synergy_Bliss=1.45, Synergy_Loewe=0.581, Synergy_HSA=0.702. (7) Drug 1: C1CCC(C1)C(CC#N)N2C=C(C=N2)C3=C4C=CNC4=NC=N3. Drug 2: CN(CC1=CN=C2C(=N1)C(=NC(=N2)N)N)C3=CC=C(C=C3)C(=O)NC(CCC(=O)O)C(=O)O. Cell line: K-562. Synergy scores: CSS=30.9, Synergy_ZIP=-2.52, Synergy_Bliss=-3.65, Synergy_Loewe=-13.2, Synergy_HSA=-3.98. (8) Drug 1: COC1=NC(=NC2=C1N=CN2C3C(C(C(O3)CO)O)O)N. Drug 2: C1=CN(C=N1)CC(O)(P(=O)(O)O)P(=O)(O)O. Cell line: SR. Synergy scores: CSS=-1.74, Synergy_ZIP=4.85, Synergy_Bliss=1.80, Synergy_Loewe=-6.82, Synergy_HSA=-8.94.